From a dataset of NCI-60 drug combinations with 297,098 pairs across 59 cell lines. Regression. Given two drug SMILES strings and cell line genomic features, predict the synergy score measuring deviation from expected non-interaction effect. (1) Drug 1: CC1=CC2C(CCC3(C2CCC3(C(=O)C)OC(=O)C)C)C4(C1=CC(=O)CC4)C. Drug 2: C1=CC(=CC=C1CC(C(=O)O)N)N(CCCl)CCCl.Cl. Cell line: NCIH23. Synergy scores: CSS=24.0, Synergy_ZIP=-3.46, Synergy_Bliss=6.14, Synergy_Loewe=-3.50, Synergy_HSA=3.56. (2) Drug 1: CC12CCC3C(C1CCC2O)C(CC4=C3C=CC(=C4)O)CCCCCCCCCS(=O)CCCC(C(F)(F)F)(F)F. Drug 2: CS(=O)(=O)OCCCCOS(=O)(=O)C. Cell line: A549. Synergy scores: CSS=15.9, Synergy_ZIP=-6.52, Synergy_Bliss=-0.228, Synergy_Loewe=0.258, Synergy_HSA=1.23.